Dataset: Reaction yield outcomes from USPTO patents with 853,638 reactions. Task: Predict the reaction yield, written as a fraction of the theoretical maximum amount of product (1.0 means a 100% yield; for example, 0.34 means a 34% yield). (1) The reactants are [H-].[H-].[H-].[H-].[Li+].[Al+3].[F:7][C:8]1[CH:9]=[C:10]2[N:15]([C:16]=1[C:17]#[N:18])[CH:14]=[CH:13][CH:12]=[CH:11]2. The catalyst is CCOCC. The product is [F:7][C:8]1[CH:9]=[C:10]2[N:15]([C:16]=1[CH2:17][NH2:18])[CH:14]=[CH:13][CH:12]=[CH:11]2. The yield is 0.850. (2) The reactants are [NH2:1][CH2:2][CH2:3][CH2:4][O:5][C:6]1[N:11]=[C:10]([C@H:12]2[CH2:16][CH2:15][CH2:14][N:13]2[C:17]2[CH:22]=[CH:21][N:20]3[N:23]=[CH:24][C:25]([C:26](O)=[O:27])=[C:19]3[N:18]=2)[CH:9]=[CH:8][CH:7]=1.CN(C=O)C.C(Cl)Cl.CCN=C=NCCCN(C)C.C1C=CC2N(O)N=NC=2C=1. The catalyst is CCOC(C)=O. The product is [C:17]12[CH:22]=[CH:21][N:20]3[C:19]([N:18]=1)=[C:25]([CH:24]=[N:23]3)[C:26](=[O:27])[NH:1][CH2:2][CH2:3][CH2:4][O:5][C:6]1[N:11]=[C:10]([CH:9]=[CH:8][CH:7]=1)[C@@H:12]1[N:13]2[CH2:14][CH2:15][CH2:16]1. The yield is 0.450. (3) The reactants are C(OC(=O)[NH:10][CH2:11][CH2:12][CH2:13][CH2:14][C:15]1[CH:20]=[CH:19][C:18]([O:21][CH2:22][C:23](=[O:31])[NH:24][C:25]2[CH:30]=[CH:29][CH:28]=[CH:27][CH:26]=2)=[CH:17][CH:16]=1)C1C=CC=CC=1.C(O)(=O)C. The catalyst is C(O)C.C1COCC1.[Pd]. The product is [NH2:10][CH2:11][CH2:12][CH2:13][CH2:14][C:15]1[CH:20]=[CH:19][C:18]([O:21][CH2:22][C:23]([NH:24][C:25]2[CH:26]=[CH:27][CH:28]=[CH:29][CH:30]=2)=[O:31])=[CH:17][CH:16]=1. The yield is 0.970. (4) The reactants are F[C:2]1[C:7]([C:8]#[N:9])=[CH:6][CH:5]=[CH:4][N:3]=1.C(N(CC)CC)C.[CH:17]12[CH2:25][CH2:24][CH:21]([CH2:22][CH2:23]1)[CH2:20][NH:19][CH2:18]2. The catalyst is O1CCCC1.C(OCC)(=O)C. The product is [CH:17]12[CH2:25][CH2:24][CH:21]([CH2:22][CH2:23]1)[CH2:20][N:19]([C:2]1[N:3]=[CH:4][CH:5]=[CH:6][C:7]=1[C:8]#[N:9])[CH2:18]2. The yield is 0.200. (5) The reactants are [NH2:1][C:2]1[C:6]([C:7]([C:9]2[S:10][CH:11]=[CH:12][CH:13]=2)=[O:8])=[CH:5][NH:4][N:3]=1.CN(C)[CH:16]=[CH:17][C:18]([C:20]1[CH:25]=[CH:24][CH:23]=[C:22]([N+:26]([O-:28])=[O:27])[CH:21]=1)=O.O. The catalyst is C(O)(=O)C. The product is [N+:26]([C:22]1[CH:21]=[C:20]([C:18]2[N:3]3[N:4]=[CH:5][C:6]([C:7]([C:9]4[S:10][CH:11]=[CH:12][CH:13]=4)=[O:8])=[C:2]3[N:1]=[CH:16][CH:17]=2)[CH:25]=[CH:24][CH:23]=1)([O-:28])=[O:27]. The yield is 0.930. (6) The reactants are [ClH:1].O1CCOCC1.[CH2:8]([N:15]1[CH2:20][CH2:19][CH2:18][CH:17]([NH:21]C(=O)OC(C)(C)C)[CH2:16]1)[C:9]1[CH:14]=[CH:13][CH:12]=[CH:11][CH:10]=1. The product is [ClH:1].[ClH:1].[CH2:8]([N:15]1[CH2:20][CH2:19][CH2:18][CH:17]([NH2:21])[CH2:16]1)[C:9]1[CH:10]=[CH:11][CH:12]=[CH:13][CH:14]=1. The yield is 0.950. The catalyst is O1CCCC1.